From a dataset of Full USPTO retrosynthesis dataset with 1.9M reactions from patents (1976-2016). Predict the reactants needed to synthesize the given product. (1) The reactants are: C(=O)([O-])[O-].[Na+].[Na+].CC1C=C(C)C=C(C)C=1S(O)(=O)=O.[C:20]([O:24][C:25](=[O:38])[NH:26][CH2:27][CH2:28][N:29]1[CH2:36][CH:35]2[O:37][CH:31]([CH2:32][NH:33][CH2:34]2)[CH2:30]1)([CH3:23])([CH3:22])[CH3:21].[O:39]1[CH2:41][C@H:40]1[CH2:42][O:43][C:44]1[CH:51]=[CH:50][C:47]([C:48]#[N:49])=[CH:46][CH:45]=1. Given the product [C:48]([C:47]1[CH:50]=[CH:51][C:44]([O:43][CH2:42][C@@H:40]([OH:39])[CH2:41][N:33]2[CH2:32][CH:31]3[O:37][CH:35]([CH2:36][N:29]([CH2:28][CH2:27][NH:26][C:25](=[O:38])[O:24][C:20]([CH3:23])([CH3:21])[CH3:22])[CH2:30]3)[CH2:34]2)=[CH:45][CH:46]=1)#[N:49], predict the reactants needed to synthesize it. (2) The reactants are: [Cl:1][C:2]1[C:6]([NH2:7])=[CH:5][N:4]([C:8]2[CH:9]=[N:10][CH:11]=[CH:12][CH:13]=2)[N:3]=1.C(OCC)(=O)C.C(=O)(O)[O-].[Na+].[F:25][C:26]([F:36])([F:35])[CH2:27][CH2:28][S:29][CH2:30][CH2:31][C:32](Cl)=[O:33]. Given the product [Cl:1][C:2]1[C:6]([NH:7][C:32](=[O:33])[CH2:31][CH2:30][S:29][CH2:28][CH2:27][C:26]([F:25])([F:35])[F:36])=[CH:5][N:4]([C:8]2[CH:9]=[N:10][CH:11]=[CH:12][CH:13]=2)[N:3]=1, predict the reactants needed to synthesize it. (3) Given the product [C:28]([C:31]1[CH:36]=[CH:35][C:34]([CH:37]2[C:41]3[C:42]([CH3:56])=[C:43]([NH:48][C:49](=[O:55])[CH2:50][C:51]([CH3:53])([CH3:54])[CH3:52])[C:44]([CH3:47])=[C:45]([CH3:46])[C:40]=3[O:39][CH2:38]2)=[CH:33][C:32]=1[O:57][CH3:58])([CH3:29])=[CH2:1], predict the reactants needed to synthesize it. The reactants are: [CH3:1]C(C)([O-])C.[K+].[I-].C[P+](C1C=CC=CC=1)(C1C=CC=CC=1)C1C=CC=CC=1.[C:28]([C:31]1[CH:36]=[CH:35][C:34]([CH:37]2[C:41]3[C:42]([CH3:56])=[C:43]([NH:48][C:49](=[O:55])[CH2:50][C:51]([CH3:54])([CH3:53])[CH3:52])[C:44]([CH3:47])=[C:45]([CH3:46])[C:40]=3[O:39][CH2:38]2)=[CH:33][C:32]=1[O:57][CH3:58])(=O)[CH3:29].O. (4) Given the product [N+:22]([C:25]1[C:26]2[C:30]([CH:31]=[C:32]([C:34]([F:37])([F:36])[F:35])[CH:33]=1)=[N:29][N:28]1[C:6]([CH:8]3[CH2:9][CH2:10][N:11]([C:14]([O:16][C:17]([CH3:18])([CH3:19])[CH3:20])=[O:15])[CH2:12][CH2:13]3)=[CH:5][C:4](=[O:21])[NH:38][C:27]=21)([O-:24])=[O:23], predict the reactants needed to synthesize it. The reactants are: C(O[C:4](=[O:21])[CH2:5][C:6]([CH:8]1[CH2:13][CH2:12][N:11]([C:14]([O:16][C:17]([CH3:20])([CH3:19])[CH3:18])=[O:15])[CH2:10][CH2:9]1)=O)C.[N+:22]([C:25]1[CH:33]=[C:32]([C:34]([F:37])([F:36])[F:35])[CH:31]=[C:30]2[C:26]=1[C:27]([NH2:38])=[N:28][NH:29]2)([O-:24])=[O:23].P([O-])([O-])([O-])=O.[K+].[K+].[K+]. (5) Given the product [Cl:23][CH2:24][C:25]([N:5]1[CH2:6][CH2:7][CH2:8][C:2]([CH3:16])([CH3:1])[C:3]2[CH:12]=[CH:11][C:10]([N+:13]([O-:15])=[O:14])=[CH:9][C:4]1=2)=[O:26], predict the reactants needed to synthesize it. The reactants are: [CH3:1][C:2]1([CH3:16])[CH2:8][CH2:7][CH2:6][NH:5][C:4]2[CH:9]=[C:10]([N+:13]([O-:15])=[O:14])[CH:11]=[CH:12][C:3]1=2.N1C=CC=CC=1.[Cl:23][CH2:24][C:25](Cl)=[O:26]. (6) Given the product [C:2]([C:4]1[CH:5]=[C:6]([C:14]2[S:18][C:17]([C:19]3[C:20]([CH3:35])=[C:21]4[C:26](=[CH:27][CH:28]=3)[CH2:25][N:24]([CH2:29][CH2:30][CH2:31][C:32]([NH2:38])=[O:33])[CH2:23][CH2:22]4)=[N:16][N:15]=2)[CH:7]=[CH:8][C:9]=1[O:10][CH:11]([CH3:13])[CH3:12])#[N:3], predict the reactants needed to synthesize it. The reactants are: [Na+].[C:2]([C:4]1[CH:5]=[C:6]([C:14]2[S:18][C:17]([C:19]3[C:20]([CH3:35])=[C:21]4[C:26](=[CH:27][CH:28]=3)[CH2:25][N:24]([CH2:29][CH2:30][CH2:31][C:32]([O-])=[O:33])[CH2:23][CH2:22]4)=[N:16][N:15]=2)[CH:7]=[CH:8][C:9]=1[O:10][CH:11]([CH3:13])[CH3:12])#[N:3].C([N:38](CC)CC)C.C(Cl)CCl.